From a dataset of Reaction yield outcomes from USPTO patents with 853,638 reactions. Predict the reaction yield, written as a fraction of the theoretical maximum amount of product (1.0 means a 100% yield; for example, 0.34 means a 34% yield). (1) The reactants are [CH3:1][C:2]1[N:3]([CH2:30][C:31]([O:33]CC)=[O:32])[C:4]2[CH2:5][C:6]([CH3:29])([CH3:28])[CH2:7][C:8](=[O:27])[C:9]=2[C:10]=1[CH2:11][C:12]1[CH:17]=[CH:16][C:15]([S:18]([N:21]2[CH2:26][CH2:25][O:24][CH2:23][CH2:22]2)(=[O:20])=[O:19])=[CH:14][CH:13]=1.[OH-].[Na+]. The catalyst is C1COCC1.O. The product is [CH3:1][C:2]1[N:3]([CH2:30][C:31]([OH:33])=[O:32])[C:4]2[CH2:5][C:6]([CH3:29])([CH3:28])[CH2:7][C:8](=[O:27])[C:9]=2[C:10]=1[CH2:11][C:12]1[CH:17]=[CH:16][C:15]([S:18]([N:21]2[CH2:26][CH2:25][O:24][CH2:23][CH2:22]2)(=[O:20])=[O:19])=[CH:14][CH:13]=1. The yield is 0.430. (2) The reactants are C(N)(C)(C)C.[Br:6]Br.[O:8]([C:15]1[CH:16]=[C:17]([OH:21])[CH:18]=[CH:19][CH:20]=1)[C:9]1[CH:14]=[CH:13][CH:12]=[CH:11][CH:10]=1. The catalyst is C1(C)C=CC=CC=1.C(Cl)Cl. The product is [Br:6][C:18]1[CH:19]=[CH:20][C:15]([O:8][C:9]2[CH:10]=[CH:11][CH:12]=[CH:13][CH:14]=2)=[CH:16][C:17]=1[OH:21]. The yield is 0.140. (3) The reactants are [Cl:1][C:2]1[CH:3]=[C:4]([C@@H:12]([CH2:22][CH:23]2[CH2:27][CH2:26][CH2:25][CH2:24]2)[C:13]([NH:15][C:16]2[CH:20]=[CH:19][N:18]([CH3:21])[N:17]=2)=[O:14])[CH:5]=[CH:6][C:7]=1[S:8]([CH3:11])(=[O:10])=[O:9].[C:28](Cl)(=O)[C:29](Cl)=[O:30].N1C(C)=CC=CC=1C.NC1C=CN(CCCO)N=1. The catalyst is C(Cl)Cl. The product is [Cl:1][C:2]1[CH:3]=[C:4]([C@@H:12]([CH2:22][CH:23]2[CH2:24][CH2:25][CH2:26][CH2:27]2)[C:13]([NH:15][C:16]2[CH:20]=[CH:19][N:18]([CH2:21][CH2:28][CH2:29][OH:30])[N:17]=2)=[O:14])[CH:5]=[CH:6][C:7]=1[S:8]([CH3:11])(=[O:10])=[O:9]. The yield is 0.340. (4) The reactants are [CH3:1][N:2]1[C:6]([CH3:7])=[CH:5][C:4]([NH:8][C:9]2[C:14](=[O:15])[N:13]([CH3:16])[CH:12]=[C:11]([C:17]3[CH:22]=[CH:21][N:20]=[C:19]([N:23]4[CH2:35][CH2:34][C:33]5[N:32]6[C:27]([CH2:28][CH2:29][CH2:30][CH2:31]6)=[C:26]([F:36])[C:25]=5[C:24]4=[O:37])[C:18]=3[CH:38]=[O:39])[CH:10]=2)=[N:3]1.[BH4-].[Na+]. The catalyst is CO. The product is [CH3:1][N:2]1[C:6]([CH3:7])=[CH:5][C:4]([NH:8][C:9]2[C:14](=[O:15])[N:13]([CH3:16])[CH:12]=[C:11]([C:17]3[CH:22]=[CH:21][N:20]=[C:19]([N:23]4[CH2:35][CH2:34][C:33]5[N:32]6[C:27]([CH2:28][CH2:29][CH2:30][CH2:31]6)=[C:26]([F:36])[C:25]=5[C:24]4=[O:37])[C:18]=3[CH2:38][OH:39])[CH:10]=2)=[N:3]1. The yield is 0.520.